This data is from Forward reaction prediction with 1.9M reactions from USPTO patents (1976-2016). The task is: Predict the product of the given reaction. (1) The product is: [Cl:20][CH2:21][C:22]([C:8]1[N:4]([CH:1]([CH3:3])[CH3:2])[N:5]=[C:6]([CH3:9])[N:7]=1)=[O:23]. Given the reactants [CH:1]([N:4]1[CH:8]=[N:7][C:6]([CH3:9])=[N:5]1)([CH3:3])[CH3:2].C([Li])CCC.[Li]CCCC.[Cl:20][CH2:21][C:22](N(OC)C)=[O:23].C(O)(=O)CC.C(O)(=O)CC(CC(O)=O)(C(O)=O)O, predict the reaction product. (2) Given the reactants [Cl:1][C:2]1[CH:7]=[CH:6][C:5]([CH:8]2[C@H:13]([OH:14])[C@@H:12]([OH:15])[C@H:11]([OH:16])[C@@H:10]([CH2:17][OH:18])[O:9]2)=[CH:4][C:3]=1[CH2:19][C:20]1[CH:25]=[CH:24][C:23]([OH:26])=[CH:22][CH:21]=1.CS(O[CH2:32][CH2:33][O:34][CH2:35][CH2:36][NH:37][C:38]([O:40][C:41]([CH3:44])([CH3:43])[CH3:42])=[O:39])(=O)=O.C([O-])([O-])=O.[Cs+].[Cs+], predict the reaction product. The product is: [Cl:1][C:2]1[CH:7]=[CH:6][C:5]([C@H:8]2[C@H:13]([OH:14])[C@@H:12]([OH:15])[C@H:11]([OH:16])[C@@H:10]([CH2:17][OH:18])[O:9]2)=[CH:4][C:3]=1[CH2:19][C:20]1[CH:21]=[CH:22][C:23]([O:26][CH2:32][CH2:33][O:34][CH2:35][CH2:36][NH:37][C:38](=[O:39])[O:40][C:41]([CH3:44])([CH3:43])[CH3:42])=[CH:24][CH:25]=1. (3) Given the reactants [Br:1][CH2:2][C:3]1[CH:12]=[N:11][C:10]2[C:9](Cl)=[N:8][C:7]([Cl:14])=[N:6][C:5]=2[CH:4]=1.[NH:15]1[CH2:20][CH2:19][O:18][CH2:17][CH2:16]1.C(N(CC)CC)C.C([O-])(O)=O.[Na+], predict the reaction product. The product is: [Br:1][CH2:2][C:3]1[CH:12]=[N:11][C:10]2[C:9]([N:15]3[CH2:20][CH2:19][O:18][CH2:17][CH2:16]3)=[N:8][C:7]([Cl:14])=[N:6][C:5]=2[CH:4]=1. (4) Given the reactants C=O.[Cl:3][C:4]1[C:5]([C:50]([F:53])([F:52])[F:51])=[CH:6][C:7]2[N:11]=[C:10]([CH2:12][CH2:13][CH2:14][CH2:15][NH:16][CH2:17][C@@H:18]3[C@H:22]4[O:23][C:24]([CH3:27])([CH3:26])[O:25][C@H:21]4[C@H:20]([N:28]4[C:32]5[N:33]=[CH:34][N:35]=[C:36]([NH:37][CH:38]6[CH2:40][CH2:39]6)[C:31]=5[CH:30]=[CH:29]4)[CH2:19]3)[N:9]([CH2:41][O:42][CH2:43][CH2:44][Si:45]([CH3:48])([CH3:47])[CH3:46])[C:8]=2[CH:49]=1.[BH3-][C:55]#N.[Na+], predict the reaction product. The product is: [Cl:3][C:4]1[C:5]([C:50]([F:53])([F:51])[F:52])=[CH:6][C:7]2[N:11]=[C:10]([CH2:12][CH2:13][CH2:14][CH2:15][N:16]([CH2:17][C@@H:18]3[C@H:22]4[O:23][C:24]([CH3:27])([CH3:26])[O:25][C@H:21]4[C@H:20]([N:28]4[C:32]5[N:33]=[CH:34][N:35]=[C:36]([NH:37][CH:38]6[CH2:39][CH2:40]6)[C:31]=5[CH:30]=[CH:29]4)[CH2:19]3)[CH3:55])[N:9]([CH2:41][O:42][CH2:43][CH2:44][Si:45]([CH3:48])([CH3:47])[CH3:46])[C:8]=2[CH:49]=1. (5) Given the reactants [S:1]1[CH:5]=[CH:4][C:3]2[CH:6]=[C:7]([C:10]3[CH:15]=[CH:14][C:13]([OH:16])=[CH:12][CH:11]=3)[CH:8]=[CH:9][C:2]1=2.CS(O[CH2:22][CH:23]1[CH2:28][CH2:27][N:26]([C:29]([O:31][C:32]([CH3:35])([CH3:34])[CH3:33])=[O:30])[CH2:25][CH2:24]1)(=O)=O.C(#N)C, predict the reaction product. The product is: [S:1]1[CH:5]=[CH:4][C:3]2[CH:6]=[C:7]([C:10]3[CH:11]=[CH:12][C:13]([O:16][CH2:22][CH:23]4[CH2:28][CH2:27][N:26]([C:29]([O:31][C:32]([CH3:33])([CH3:35])[CH3:34])=[O:30])[CH2:25][CH2:24]4)=[CH:14][CH:15]=3)[CH:8]=[CH:9][C:2]1=2. (6) Given the reactants [Cl:1][C:2]1[C:3]([NH:18][C:19](=[O:27])[CH2:20][CH:21]2[CH2:26][CH2:25][CH2:24][CH2:23][CH2:22]2)=[C:4]2[C:9](=[CH:10][CH:11]=1)[N:8]=[C:7]([N:12]1[CH2:16][CH2:15][C@H:14]([OH:17])[CH2:13]1)[CH:6]=[CH:5]2.[CH3:28][S:29](Cl)(=[O:31])=[O:30].C(N(CC)CC)C, predict the reaction product. The product is: [Cl:1][C:2]1[C:3]([NH:18][C:19](=[O:27])[CH2:20][CH:21]2[CH2:22][CH2:23][CH2:24][CH2:25][CH2:26]2)=[C:4]2[C:9](=[CH:10][CH:11]=1)[N:8]=[C:7]([N:12]1[CH2:16][CH2:15][C@H:14]([O:17][S:29]([CH3:28])(=[O:31])=[O:30])[CH2:13]1)[CH:6]=[CH:5]2. (7) Given the reactants [Br:1][C:2]1[CH:11]=[CH:10][C:5]2[N:6]=[C:7](Cl)[S:8][C:4]=2[CH:3]=1.CCN(CC)CC.[CH:19]1([N:22]2[CH2:27][CH2:26][NH:25][CH2:24][CH2:23]2)[CH2:21][CH2:20]1, predict the reaction product. The product is: [Br:1][C:2]1[CH:11]=[CH:10][C:5]2[N:6]=[C:7]([N:25]3[CH2:26][CH2:27][N:22]([CH:19]4[CH2:21][CH2:20]4)[CH2:23][CH2:24]3)[S:8][C:4]=2[CH:3]=1.